From a dataset of Catalyst prediction with 721,799 reactions and 888 catalyst types from USPTO. Predict which catalyst facilitates the given reaction. (1) Reactant: [NH2:1][C:2]1[N:3]([C@@H]2O[C@H](CO)[C@@H](O)[C@H]2O)[C:4]2[C:9]([N:10]=1)=[C:8]([NH:11][CH2:12][C:13]1[O:17][CH:16]=[CH:15][CH:14]=1)[N:7]=[CH:6][N:5]=2.C.N. Product: [NH2:1][C:2]1[NH:10][C:9]2[C:4](=[N:5][CH:6]=[N:7][C:8]=2[NH:11][CH2:12][C:13]2[O:17][CH:16]=[CH:15][CH:14]=2)[N:3]=1. The catalyst class is: 574. (2) Reactant: N12CCCN=C1CCCCC2.[Br:12][C:13]1[CH:18]=[CH:17][C:16]([C:19]2[CH:24]=[CH:23][CH:22]=[CH:21][C:20]=2[NH2:25])=[CH:15][CH:14]=1.[CH:26]([S:29](Cl)(=[O:31])=[O:30])([CH3:28])[CH3:27]. Product: [Br:12][C:13]1[CH:14]=[CH:15][C:16]([C:19]2[CH:24]=[CH:23][CH:22]=[CH:21][C:20]=2[NH:25][S:29]([CH:26]([CH3:28])[CH3:27])(=[O:31])=[O:30])=[CH:17][CH:18]=1. The catalyst class is: 4. (3) Reactant: [H-].C([Al+]CC(C)C)C(C)C.[CH3:11][C:12]1([CH3:25])[C:16]([CH3:17])=[CH:15][CH2:14][CH:13]1[CH2:18][CH:19]=[CH:20][CH2:21][CH2:22][C:23]#N.C(O)(=[O:28])C. Product: [CH3:11][C:12]1([CH3:25])[C:16]([CH3:17])=[CH:15][CH2:14][CH:13]1[CH2:18][CH:19]=[CH:20][CH2:21][CH2:22][CH:23]=[O:28]. The catalyst class is: 11. (4) Reactant: C(C1C=CC(N2CC[C@H](N[C@@H]([C:18]3[C:27]4[C:22](=CC=C[CH:26]=4)C=CC=3)C)C2)=CC=1)(=O)C.ClC(Cl)([O:31][C:32](=O)[O:33]C(Cl)(Cl)Cl)Cl.[C:40]1([CH:50]([NH:52][C@@H:53]2[CH2:57][CH2:56][N:55]([C:58]([O:60][C:61]([CH3:64])([CH3:63])[CH3:62])=[O:59])[CH2:54]2)[CH3:51])[C:49]2[C:44](=[CH:45][CH:46]=[CH:47][CH:48]=2)[CH:43]=[CH:42][CH:41]=1.C(N(CC)CC)C. Product: [C:27]([O:33][C:32]([N:52]([C@@H:50]([C:40]1[C:49]2[C:44](=[CH:45][CH:46]=[CH:47][CH:48]=2)[CH:43]=[CH:42][CH:41]=1)[CH3:51])[C@H:53]1[CH2:57][CH2:56][N:55]([C:58]([O:60][C:61]([CH3:63])([CH3:62])[CH3:64])=[O:59])[CH2:54]1)=[O:31])([CH3:26])([CH3:18])[CH3:22].[C:27]([O:33][C:32]([N:52]([C@@H:50]([C:40]1[C:49]2[C:44](=[CH:45][CH:46]=[CH:47][CH:48]=2)[CH:43]=[CH:42][CH:41]=1)[CH3:51])[C@@H:53]1[CH2:57][CH2:56][N:55]([C:58]([O:60][C:61]([CH3:63])([CH3:62])[CH3:64])=[O:59])[CH2:54]1)=[O:31])([CH3:26])([CH3:18])[CH3:22]. The catalyst class is: 34. (5) Reactant: [CH2:1]([O:3][C:4]([C:6]1[CH:7]=[C:8]2[C:12](=[CH:13][CH:14]=1)[NH:11][C:10]([C:15]([O:17]CC1C=CC=CC=1)=[O:16])=[CH:9]2)=[O:5])[CH3:2]. Product: [CH2:1]([O:3][C:4]([C:6]1[CH:7]=[C:8]2[C:12](=[CH:13][CH:14]=1)[NH:11][C:10]([C:15]([OH:17])=[O:16])=[CH:9]2)=[O:5])[CH3:2]. The catalyst class is: 123. (6) Reactant: [OH-].[Li+].[CH2:3]([O:5]/[C:6](=[CH:12]\[C:13]1[CH:18]=[CH:17][C:16]([C:19]2[CH:24]=[CH:23][CH:22]=[C:21]([N:25]([CH3:34])[C:26]([NH:28][CH2:29][CH2:30][CH2:31][CH2:32][CH3:33])=[O:27])[CH:20]=2)=[CH:15][CH:14]=1)/[C:7]([O:9]CC)=[O:8])[CH3:4].C(O)(=O)C.O. Product: [CH2:3]([O:5]/[C:6](=[CH:12]\[C:13]1[CH:18]=[CH:17][C:16]([C:19]2[CH:24]=[CH:23][CH:22]=[C:21]([N:25]([CH3:34])[C:26]([NH:28][CH2:29][CH2:30][CH2:31][CH2:32][CH3:33])=[O:27])[CH:20]=2)=[CH:15][CH:14]=1)/[C:7]([OH:9])=[O:8])[CH3:4]. The catalyst class is: 54. (7) Reactant: [C:1]([CH2:3][C:4]([NH:6][CH2:7][CH2:8][OH:9])=[O:5])#[N:2].[C:10]1(=O)[CH2:15][CH2:14][CH2:13][CH2:12][CH2:11]1.C(O)(=O)C.C([O-])(=O)C.[NH4+]. Product: [C:1]([C:3](=[C:10]1[CH2:15][CH2:14][CH2:13][CH2:12][CH2:11]1)[C:4]([NH:6][CH2:7][CH2:8][OH:9])=[O:5])#[N:2]. The catalyst class is: 93.